Dataset: Catalyst prediction with 721,799 reactions and 888 catalyst types from USPTO. Task: Predict which catalyst facilitates the given reaction. (1) Reactant: CC(OI1(OC(C)=O)(OC(C)=O)OC(=O)C2C=CC=CC1=2)=O.[CH2:23]([O:30][C@@H:31]1[C@@H:35]([CH2:36][O:37][CH2:38][C:39]2[CH:44]=[CH:43][CH:42]=[CH:41][CH:40]=2)[O:34][C@H:33]([O:45][CH3:46])[C@@H:32]1[OH:47])[C:24]1[CH:29]=[CH:28][CH:27]=[CH:26][CH:25]=1. Product: [CH2:23]([O:30][C@@H:31]1[C@@H:35]([CH2:36][O:37][CH2:38][C:39]2[CH:44]=[CH:43][CH:42]=[CH:41][CH:40]=2)[O:34][C@H:33]([O:45][CH3:46])[C:32]1=[O:47])[C:24]1[CH:25]=[CH:26][CH:27]=[CH:28][CH:29]=1. The catalyst class is: 2. (2) Product: [N:13]12[CH2:20][CH2:19][C:16]([CH2:21][NH:22][C:10]([C:3]3[C:4]4[C:9](=[CH:8][CH:7]=[CH:6][CH:5]=4)[NH:1][CH:2]=3)=[O:11])([CH2:17][CH2:18]1)[CH2:15][CH2:14]2. Reactant: [NH:1]1[C:9]2[C:4](=[CH:5][CH:6]=[CH:7][CH:8]=2)[C:3]([C:10](Cl)=[O:11])=[CH:2]1.[N:13]12[CH2:20][CH2:19][C:16]([CH2:21][NH2:22])([CH2:17][CH2:18]1)[CH2:15][CH2:14]2. The catalyst class is: 2.